Dataset: Full USPTO retrosynthesis dataset with 1.9M reactions from patents (1976-2016). Task: Predict the reactants needed to synthesize the given product. (1) Given the product [Cl:10][CH2:8][C:6]1[CH:5]=[C:4]([CH3:9])[N:3]=[C:2]([F:1])[CH:7]=1, predict the reactants needed to synthesize it. The reactants are: [F:1][C:2]1[CH:7]=[C:6]([CH3:8])[CH:5]=[C:4]([CH3:9])[N:3]=1.[Cl:10]N1C(=O)CCC1=O.C(OOC(=O)C1C=CC=CC=1)(=O)C1C=CC=CC=1. (2) Given the product [C:36]([OH:48])(=[O:35])[CH3:37].[C:36]([OH:48])(=[O:35])[CH3:37].[NH2:10][CH2:11][CH2:12][CH2:13][CH2:14][C:15]1[CH:16]=[CH:17][C:18]([CH2:21][CH2:22][CH2:23][CH2:24][NH:25][CH2:26][C@@H:27]([C:29]2[CH:34]=[CH:33][C:32]([OH:35])=[C:31]([NH:43][CH:44]=[O:45])[CH:30]=2)[OH:28])=[CH:19][CH:20]=1, predict the reactants needed to synthesize it. The reactants are: C(OC(=O)[NH:10][CH2:11][CH2:12][CH2:13][CH2:14][C:15]1[CH:20]=[CH:19][C:18]([CH2:21][CH2:22][CH2:23][CH2:24][NH:25][CH2:26][C@@H:27]([C:29]2[CH:34]=[CH:33][C:32]([O:35][CH2:36][C:37]3C=CC=CC=3)=[C:31]([NH:43][CH:44]=[O:45])[CH:30]=2)[OH:28])=[CH:17][CH:16]=1)C1C=CC=CC=1.C[OH:48].